The task is: Predict the reactants needed to synthesize the given product.. This data is from Full USPTO retrosynthesis dataset with 1.9M reactions from patents (1976-2016). Given the product [C:6]([C:7]1[CH:14]=[CH:13][C:10]([CH:11]=[O:12])=[CH:9][CH:8]=1)#[CH:5], predict the reactants needed to synthesize it. The reactants are: C[Si]([C:5]#[C:6][C:7]1[CH:14]=[CH:13][C:10]([CH:11]=[O:12])=[CH:9][CH:8]=1)(C)C.C(Cl)Cl.C(=O)([O-])[O-].[K+].[K+].